From a dataset of Reaction yield outcomes from USPTO patents with 853,638 reactions. Predict the reaction yield, written as a fraction of the theoretical maximum amount of product (1.0 means a 100% yield; for example, 0.34 means a 34% yield). (1) The reactants are [F:1][C:2]1[C:3](I)=[CH:4][C:5]2[C:10]([CH:11]=1)=[CH:9][C:8]([O:12][CH3:13])=[CH:7][CH:6]=2.[C:15]([C:18]1[CH:23]=[CH:22][C:21](B(O)O)=[C:20]([Cl:27])[CH:19]=1)([OH:17])=[O:16]. No catalyst specified. The product is [Cl:27][C:20]1[CH:19]=[C:18]([CH:23]=[CH:22][C:21]=1[C:3]1[C:2]([F:1])=[CH:11][C:10]2[C:5](=[CH:6][CH:7]=[C:8]([O:12][CH3:13])[CH:9]=2)[CH:4]=1)[C:15]([OH:17])=[O:16]. The yield is 0.700. (2) The reactants are [CH3:1][S:2]([CH2:5][C:6]([OH:8])=O)(=[O:4])=[O:3].CCN=C=NCCCN(C)C.C1C=CC2N(O)N=NC=2C=1.CCN(C(C)C)C(C)C.OC(C(F)(F)F)=O.[C:46]1([C:52]2[CH:57]=[C:56]([CH:58]3[CH2:63][CH2:62][NH:61][CH2:60][CH2:59]3)[CH:55]=[CH:54][C:53]=2[NH:64][C:65]([C:67]2[NH:68][CH:69]=[C:70]([C:72]#[N:73])[N:71]=2)=[O:66])[CH2:51][CH2:50][CH2:49][CH2:48][CH:47]=1.CCN(CC)CC. The catalyst is C(Cl)Cl. The product is [C:46]1([C:52]2[CH:57]=[C:56]([CH:58]3[CH2:59][CH2:60][N:61]([C:6](=[O:8])[CH2:5][S:2]([CH3:1])(=[O:4])=[O:3])[CH2:62][CH2:63]3)[CH:55]=[CH:54][C:53]=2[NH:64][C:65]([C:67]2[NH:68][CH:69]=[C:70]([C:72]#[N:73])[N:71]=2)=[O:66])[CH2:51][CH2:50][CH2:49][CH2:48][CH:47]=1. The yield is 0.250. (3) No catalyst specified. The reactants are [Cl:1][CH2:2][CH2:3][CH2:4][CH:5]([C:26]1[CH:31]=[CH:30][C:29]([Cl:32])=[C:28]([Cl:33])[CH:27]=1)[C:6]([NH:8][NH:9][C:10](=[O:25])[C:11]1[CH:16]=[CH:15][C:14]([N:17]2[CH:21]=[N:20][C:19]([CH3:22])=[N:18]2)=[C:13]([O:23][CH3:24])[CH:12]=1)=O.P(Cl)(Cl)(Cl)=O. The product is [Cl:1][CH2:2][CH2:3][CH2:4][CH:5]([C:6]1[O:25][C:10]([C:11]2[CH:16]=[CH:15][C:14]([N:17]3[CH:21]=[N:20][C:19]([CH3:22])=[N:18]3)=[C:13]([O:23][CH3:24])[CH:12]=2)=[N:9][N:8]=1)[C:26]1[CH:31]=[CH:30][C:29]([Cl:32])=[C:28]([Cl:33])[CH:27]=1. The yield is 0.420. (4) The product is [Cl:12][C:2]1[CH:3]=[CH:4][C:5]2[O:9][C:8]3[C:23]4[C:15](=[C:16]([C:17]([OH:19])=[O:18])[CH:20]=[CH:21][CH:22]=4)[NH:13][C:7]=3[C:6]=2[CH:11]=1. The catalyst is C(O)C.O. The reactants are Br[C:2]1[CH:3]=[CH:4][C:5]2[O:9][CH2:8][C:7](=O)[C:6]=2[CH:11]=1.[ClH:12].[NH:13]([C:15]1[CH:23]=[CH:22][CH:21]=[CH:20][C:16]=1[C:17]([OH:19])=[O:18])N. The yield is 0.620. (5) The reactants are C([O:9][CH2:10][C@@H:11]1[C@@H:15]([O:16]C(=O)C2C=CC=CC=2)[C@:14]([F:26])([CH3:25])[C@H:13]([N:27]2[C:31]3[N:32]=[CH:33][N:34]=[C:35](Cl)[C:30]=3[C:29]([I:37])=[CH:28]2)[O:12]1)(=O)C1C=CC=CC=1.[NH3:38]. The catalyst is O1CCOCC1. The product is [NH2:38][C:35]1[C:30]2[C:29]([I:37])=[CH:28][N:27]([C@@H:13]3[O:12][C@H:11]([CH2:10][OH:9])[C@@H:15]([OH:16])[C@:14]3([F:26])[CH3:25])[C:31]=2[N:32]=[CH:33][N:34]=1. The yield is 0.830. (6) The reactants are [CH3:1][CH:2]1[CH2:8][C:7]2[CH:9]=[C:10]3[O:15][CH2:14][O:13][C:11]3=[CH:12][C:6]=2[C:5]([C:16]2[CH:21]=[CH:20][C:19]([N+:22]([O-:24])=[O:23])=[CH:18][CH:17]=2)=[N:4][N:3]1[C:25](=[N:27][OH:28])[NH2:26].[C:29](OC(=O)C)(=O)[CH3:30]. The catalyst is O. The product is [CH3:1][CH:2]1[CH2:8][C:7]2[CH:9]=[C:10]3[O:15][CH2:14][O:13][C:11]3=[CH:12][C:6]=2[C:5]([C:16]2[CH:21]=[CH:20][C:19]([N+:22]([O-:24])=[O:23])=[CH:18][CH:17]=2)=[N:4][N:3]1[C:25]1[N:26]=[C:29]([CH3:30])[O:28][N:27]=1. The yield is 0.500. (7) The catalyst is C1COCC1. The yield is 0.950. The product is [Cl:1][C:2]1[CH:3]=[CH:4][C:5]([N:8]2[CH2:9][CH2:10][NH:11][CH2:12][C:13]2([CH3:15])[CH3:14])=[CH:6][CH:7]=1. The reactants are [Cl:1][C:2]1[CH:7]=[CH:6][C:5]([N:8]2[C:13]([CH3:15])([CH3:14])[C:12](=O)[NH:11][CH2:10][C:9]2=O)=[CH:4][CH:3]=1.[H-].[H-].[H-].[H-].[Li+].[Al+3].